The task is: Predict which catalyst facilitates the given reaction.. This data is from Catalyst prediction with 721,799 reactions and 888 catalyst types from USPTO. (1) Reactant: [CH2:1]([N:8]([CH:13]1[CH2:22][C:21]2[C:16](=[C:17]([C:25]([C:27]3[N:28]([CH3:32])[CH:29]=[N:30][CH:31]=3)=[O:26])[CH:18]=[C:19]([C:23]#[N:24])[CH:20]=2)[O:15][CH2:14]1)[S:9]([CH3:12])(=[O:11])=[O:10])[C:2]1[CH:7]=[CH:6][CH:5]=[CH:4][CH:3]=1.[Cl:33][C:34]1[CH:39]=[CH:38][C:37]([Mg]Br)=[CH:36][CH:35]=1.[NH4+].[Cl-]. Product: [CH2:1]([N:8]([CH:13]1[CH2:22][C:21]2[C:16](=[C:17]([C:25]([C:37]3[CH:38]=[CH:39][C:34]([Cl:33])=[CH:35][CH:36]=3)([OH:26])[C:27]3[N:28]([CH3:32])[CH:29]=[N:30][CH:31]=3)[CH:18]=[C:19]([C:23]#[N:24])[CH:20]=2)[O:15][CH2:14]1)[S:9]([CH3:12])(=[O:11])=[O:10])[C:2]1[CH:3]=[CH:4][CH:5]=[CH:6][CH:7]=1. The catalyst class is: 7. (2) The catalyst class is: 1. Product: [F:23][C:4]1[CH:3]=[C:2]([NH:1][C:35]([NH:34][C:32](=[O:33])[CH2:31][C:28]2[CH:29]=[CH:30][C:25]([F:24])=[CH:26][CH:27]=2)=[O:36])[CH:22]=[CH:21][C:5]=1[O:6][C:7]1[CH:12]=[CH:11][N:10]=[C:9]([NH:13][C:14]2[CH:15]=[CH:16][C:17]([F:20])=[CH:18][CH:19]=2)[CH:8]=1. Reactant: [NH2:1][C:2]1[CH:22]=[CH:21][C:5]([O:6][C:7]2[CH:12]=[CH:11][N:10]=[C:9]([NH:13][C:14]3[CH:19]=[CH:18][C:17]([F:20])=[CH:16][CH:15]=3)[CH:8]=2)=[C:4]([F:23])[CH:3]=1.[F:24][C:25]1[CH:30]=[CH:29][C:28]([CH2:31][C:32]([N:34]=[C:35]=[O:36])=[O:33])=[CH:27][CH:26]=1.COC1C=CC(CNC2N=CN=C(OC3C=CC(NC(NC(=O)CC4C=CC(F)=CC=4)=O)=CC=3F)C=2)=CC=1. (3) The catalyst class is: 12. Product: [CH3:16][O:15][P:13]([C:10]([C:7]1[CH:6]=[CH:5][C:4]([C:3]([OH:19])=[O:2])=[CH:9][CH:8]=1)([F:12])[CH3:11])([O:17][CH3:18])=[O:14]. Reactant: C[O:2][C:3](=[O:19])[C:4]1[CH:9]=[CH:8][C:7]([C:10]([P:13]([O:17][CH3:18])([O:15][CH3:16])=[O:14])([F:12])[CH3:11])=[CH:6][CH:5]=1.[Li+].[OH-].Cl. (4) Reactant: Cl.[CH2:2]([O:9][C:10]1[CH:15]=[CH:14][C:13]([NH2:16])=[CH:12][CH:11]=1)[C:3]1[CH:8]=[CH:7][CH:6]=[CH:5][CH:4]=1.ClC(Cl)(O[C:21](=[O:27])OC(Cl)(Cl)Cl)Cl.[Br:29][C:30]1[CH:31]=[N:32][C:33]([N:36]2[CH2:41][CH2:40][NH:39][CH2:38][CH2:37]2)=[N:34][CH:35]=1. Product: [CH2:2]([O:9][C:10]1[CH:11]=[CH:12][C:13]([NH:16][C:21]([N:39]2[CH2:40][CH2:41][N:36]([C:33]3[N:32]=[CH:31][C:30]([Br:29])=[CH:35][N:34]=3)[CH2:37][CH2:38]2)=[O:27])=[CH:14][CH:15]=1)[C:3]1[CH:4]=[CH:5][CH:6]=[CH:7][CH:8]=1. The catalyst class is: 4. (5) Reactant: [C:1](=[O:4])([O-])[O-].[Cs+].[Cs+].[CH2:7](Br)[C:8]1[CH:13]=[CH:12][CH:11]=[CH:10][CH:9]=1.[C:15]([O:18][CH2:19][CH3:20])(=[O:17])[CH3:16]. Product: [CH2:7]([O:4][C:1]1[CH:12]=[CH:13][C:8]([CH2:16][C:15]([O:18][CH2:19][CH3:20])=[O:17])=[CH:9][CH:10]=1)[C:8]1[CH:13]=[CH:12][CH:11]=[CH:10][CH:9]=1. The catalyst class is: 10. (6) Reactant: [Cl:1][C:2]1[CH:3]=[CH:4][C:5]([O:12][CH3:13])=[C:6]([S:8](Cl)(=[O:10])=[O:9])[CH:7]=1.[NH2:14][CH2:15][CH:16]([NH:20][C:21]([O:23][CH2:24][C:25]1[CH:30]=[CH:29][CH:28]=[CH:27][CH:26]=1)=[O:22])[C:17]([OH:19])=[O:18].C(O)(=O)CC(CC(O)=O)(C(O)=O)O. Product: [CH2:24]([O:23][C:21]([NH:20][CH:16]([CH2:15][NH:14][S:8]([C:6]1[CH:7]=[C:2]([Cl:1])[CH:3]=[CH:4][C:5]=1[O:12][CH3:13])(=[O:10])=[O:9])[C:17]([OH:19])=[O:18])=[O:22])[C:25]1[CH:26]=[CH:27][CH:28]=[CH:29][CH:30]=1. The catalyst class is: 758. (7) Reactant: [C:1]([O:5][C:6]([N:8]1[CH2:13][CH2:12][N:11]2[CH:14]=[C:15]([C:17]([O:19][CH2:20][CH3:21])=[O:18])[N:16]=[C:10]2[CH2:9]1)=[O:7])([CH3:4])([CH3:3])[CH3:2].[Br:22]Br.S(=O)(O)[O-].[Na+]. Product: [Br:22][C:14]1[N:11]2[CH2:12][CH2:13][N:8]([C:6]([O:5][C:1]([CH3:4])([CH3:3])[CH3:2])=[O:7])[CH2:9][C:10]2=[N:16][C:15]=1[C:17]([O:19][CH2:20][CH3:21])=[O:18]. The catalyst class is: 22. (8) Reactant: C([O:3][C:4](=[O:20])[C:5]1[CH:10]=[CH:9][C:8]([NH:11][CH:12]([CH2:15][CH3:16])[CH2:13][CH3:14])=[C:7]([N+:17]([O-:19])=[O:18])[CH:6]=1)C.C1COCC1.[OH-].[Na+].Cl. Product: [CH2:13]([CH:12]([NH:11][C:8]1[CH:9]=[CH:10][C:5]([C:4]([OH:20])=[O:3])=[CH:6][C:7]=1[N+:17]([O-:19])=[O:18])[CH2:15][CH3:16])[CH3:14]. The catalyst class is: 8. (9) Reactant: [O:1]1[C:5]2=[CH:6][CH:7]=[CH:8][C:9]([OH:10])=[C:4]2[N:3]=[CH:2]1.[CH2:11]([O:13][C:14](=[O:18])[C:15]#[C:16][CH3:17])[CH3:12].C(=O)([O-])[O-].[K+].[K+]. Product: [CH2:11]([O:13][C:14](=[O:18])/[CH:15]=[C:16](/[O:10][C:9]1[C:4]2[N:3]=[CH:2][O:1][C:5]=2[CH:6]=[CH:7][CH:8]=1)\[CH3:17])[CH3:12]. The catalyst class is: 367. (10) Reactant: [F:1][C:2]([F:34])([F:33])[C:3]1[CH:28]=[C:27]([C:29]([F:32])([F:31])[F:30])[CH:26]=[CH:25][C:4]=1[CH2:5][N:6]1[CH2:11][CH2:10][CH:9](/[CH:12]=[C:13]2/[C:14]([N:19]3[CH2:23][CH2:22][CH:21]([OH:24])[CH2:20]3)=[N:15][C:16](=[O:18])[S:17]/2)[CH2:8][CH2:7]1.[C:35]([OH:42])(=[O:41])/[CH:36]=[CH:37]/[C:38]([OH:40])=[O:39]. Product: [C:35]([OH:42])(=[O:41])/[CH:36]=[CH:37]/[C:38]([OH:40])=[O:39].[F:33][C:2]([F:1])([F:34])[C:3]1[CH:28]=[C:27]([C:29]([F:30])([F:31])[F:32])[CH:26]=[CH:25][C:4]=1[CH2:5][N:6]1[CH2:7][CH2:8][CH:9](/[CH:12]=[C:13]2/[C:14]([N:19]3[CH2:23][CH2:22][CH:21]([OH:24])[CH2:20]3)=[N:15][C:16](=[O:18])[S:17]/2)[CH2:10][CH2:11]1. The catalyst class is: 8.